This data is from Reaction yield outcomes from USPTO patents with 853,638 reactions. The task is: Predict the reaction yield, written as a fraction of the theoretical maximum amount of product (1.0 means a 100% yield; for example, 0.34 means a 34% yield). (1) The product is [NH2:12][C:13]1[CH:14]=[CH:15][CH:16]=[C:17]2[C:22]=1[CH2:21][CH:20]([OH:23])[CH2:19][CH2:18]2. The reactants are C1C2C(=CC=CC=2)[C@H](N)[C@@H]1O.[NH2:12][C:13]1[CH:14]=[CH:15][CH:16]=[C:17]2[C:22]=1[CH2:21][C:20](=[O:23])[CH2:19][CH2:18]2.[OH-].[K+]. The catalyst is C(O)(C)C.C1C=CC=CC=1.C1C=CC=CC=1.Cl[Ru]Cl.Cl[Ru]Cl. The yield is 0.650. (2) The reactants are [C:1]([C:5]1[CH:11]=[CH:10][C:9]([N+:12]([O-:14])=[O:13])=[CH:8][C:6]=1N)([CH3:4])([CH3:3])[CH3:2].N([O-])=[O:16].[Na+].NC(N)=O.OS(O)(=O)=O.O. The catalyst is OS(O)(=O)=O.O. The product is [C:1]([C:5]1[CH:11]=[CH:10][C:9]([N+:12]([O-:14])=[O:13])=[CH:8][C:6]=1[OH:16])([CH3:4])([CH3:3])[CH3:2]. The yield is 0.620. (3) The reactants are Cl.[CH2:2]([O:9][C:10]1[CH:19]=[C:18]2[C:13]([C:14]([Cl:20])=[N:15][CH:16]=[N:17]2)=[CH:12][C:11]=1[O:21][CH3:22])[C:3]1[CH:8]=[CH:7][CH:6]=[CH:5][CH:4]=1.[Br:23][C:24]1[CH:30]=[CH:29][C:27]([NH2:28])=[C:26]([F:31])[CH:25]=1. The catalyst is CC(O)C. The product is [ClH:20].[CH2:2]([O:9][C:10]1[CH:19]=[C:18]2[C:13]([C:14]([NH:28][C:27]3[CH:29]=[CH:30][C:24]([Br:23])=[CH:25][C:26]=3[F:31])=[N:15][CH:16]=[N:17]2)=[CH:12][C:11]=1[O:21][CH3:22])[C:3]1[CH:8]=[CH:7][CH:6]=[CH:5][CH:4]=1. The yield is 0.780.